Dataset: CYP1A2 inhibition data for predicting drug metabolism from PubChem BioAssay. Task: Regression/Classification. Given a drug SMILES string, predict its absorption, distribution, metabolism, or excretion properties. Task type varies by dataset: regression for continuous measurements (e.g., permeability, clearance, half-life) or binary classification for categorical outcomes (e.g., BBB penetration, CYP inhibition). Dataset: cyp1a2_veith. The compound is C=Cc1ccc([C@H]2N[C@@H](C(=O)O)CC[C@@H]2C)cc1. The result is 0 (non-inhibitor).